Dataset: Reaction yield outcomes from USPTO patents with 853,638 reactions. Task: Predict the reaction yield, written as a fraction of the theoretical maximum amount of product (1.0 means a 100% yield; for example, 0.34 means a 34% yield). (1) The reactants are [CH2:1]([O:3][C:4](=[O:17])[CH:5]=[C:6]1[C:14]2[C:9](=[CH:10][CH:11]=[C:12]([O:15][CH3:16])[CH:13]=2)[CH2:8][CH2:7]1)[CH3:2]. The catalyst is CO.[Pd]. The product is [CH2:1]([O:3][C:4](=[O:17])[CH2:5][CH:6]1[C:14]2[C:9](=[CH:10][CH:11]=[C:12]([O:15][CH3:16])[CH:13]=2)[CH2:8][CH2:7]1)[CH3:2]. The yield is 0.940. (2) The reactants are [H-].[Na+].[CH2:3]([O:10][C:11]1[CH:20]=[C:19]2[C:14]([C:15](=[O:21])[NH:16][CH:17]=[N:18]2)=[CH:13][C:12]=1[O:22][CH3:23])[C:4]1[CH:9]=[CH:8][CH:7]=[CH:6][CH:5]=1.[C:24]([O:30][CH2:31]Cl)(=[O:29])[C:25]([CH3:28])([CH3:27])[CH3:26].Cl. The catalyst is CN(C=O)C.C(OCC)(=O)C. The product is [CH2:3]([O:10][C:11]1[CH:20]=[C:19]2[C:14]([C:15](=[O:21])[N:16]([CH2:31][O:30][C:24](=[O:29])[C:25]([CH3:28])([CH3:27])[CH3:26])[CH:17]=[N:18]2)=[CH:13][C:12]=1[O:22][CH3:23])[C:4]1[CH:5]=[CH:6][CH:7]=[CH:8][CH:9]=1. The yield is 0.840. (3) The reactants are [O:1]1[C:5]2[CH:6]=[CH:7][C:8]([C:10]([OH:12])=O)=[CH:9][C:4]=2[O:3][CH2:2]1.[NH2:13][CH2:14][CH2:15][CH2:16][OH:17]. No catalyst specified. The product is [OH:17][CH2:16][CH2:15][CH2:14][NH:13][C:10]([C:8]1[CH:7]=[CH:6][C:5]2[O:1][CH2:2][O:3][C:4]=2[CH:9]=1)=[O:12]. The yield is 0.650. (4) The reactants are [N:1]1[CH:6]=[CH:5][CH:4]=[C:3]([NH:7][C:8](=[O:15])OCC(Cl)(Cl)Cl)[CH:2]=1.[C:16]([O:20][C:21]([N:23]1[CH2:28][CH2:27][NH:26][CH2:25][CH2:24]1)=[O:22])([CH3:19])([CH3:18])[CH3:17].C(N(C(C)C)CC)(C)C.CS(C)=O. The catalyst is O. The product is [N:1]1[CH:6]=[CH:5][CH:4]=[C:3]([NH:7][C:8]([N:26]2[CH2:25][CH2:24][N:23]([C:21]([O:20][C:16]([CH3:19])([CH3:18])[CH3:17])=[O:22])[CH2:28][CH2:27]2)=[O:15])[CH:2]=1. The yield is 0.336. (5) The reactants are [F:1][CH:2]([F:19])[O:3][C:4]1[CH:9]=[CH:8][C:7]([C:10]#[C:11][C:12]2[CH:13]=[C:14]([OH:18])[CH:15]=[CH:16][CH:17]=2)=[CH:6][CH:5]=1.C(=O)([O-])[O-].[K+].[K+].[I-].[Na+].Br[CH2:29][CH2:30][CH:31]=[C:32]([F:34])[F:33]. The catalyst is CCCCCCCC[N+](CCCCCCCC)(CCCCCCCC)C.[Cl-].C(C(C)=O)C.ClCCl. The product is [F:33][C:32]([F:34])=[CH:31][CH2:30][CH2:29][O:18][C:14]1[CH:15]=[CH:16][CH:17]=[C:12]([C:11]#[C:10][C:7]2[CH:6]=[CH:5][C:4]([O:3][CH:2]([F:19])[F:1])=[CH:9][CH:8]=2)[CH:13]=1. The yield is 0.462.